This data is from Reaction yield outcomes from USPTO patents with 853,638 reactions. The task is: Predict the reaction yield, written as a fraction of the theoretical maximum amount of product (1.0 means a 100% yield; for example, 0.34 means a 34% yield). (1) The reactants are Cl[C:2]1[N:10]=[C:9]2[C:5]([N:6]=[CH:7][N:8]2[CH:11]([CH3:13])[CH3:12])=[C:4]([NH:14][CH2:15][C:16]2[CH:21]=[CH:20][C:19]([O:22][CH3:23])=[CH:18][CH:17]=2)[N:3]=1.[CH3:24][O:25][C:26]1[CH:31]=[C:30]([O:32][CH3:33])[CH:29]=[CH:28][C:27]=1B(O)O.C([O-])([O-])=O.[Cs+].[Cs+]. The catalyst is C1C=CC(/C=C/C(/C=C/C2C=CC=CC=2)=O)=CC=1.C1C=CC(/C=C/C(/C=C/C2C=CC=CC=2)=O)=CC=1.C1C=CC(/C=C/C(/C=C/C2C=CC=CC=2)=O)=CC=1.[Pd].[Pd]. The product is [CH3:24][O:25][C:26]1[CH:31]=[C:30]([O:32][CH3:33])[CH:29]=[CH:28][C:27]=1[C:2]1[N:10]=[C:9]2[C:5]([N:6]=[CH:7][N:8]2[CH:11]([CH3:13])[CH3:12])=[C:4]([NH:14][CH2:15][C:16]2[CH:21]=[CH:20][C:19]([O:22][CH3:23])=[CH:18][CH:17]=2)[N:3]=1. The yield is 0.960. (2) No catalyst specified. The product is [CH3:1][O:2][C:3]1[C:8]([C:9]2[N:18]=[C:17]([CH:14]([CH3:16])[CH3:15])[O:11][N:10]=2)=[C:7]([O:12][CH3:13])[N:6]=[CH:5][N:4]=1. The reactants are [CH3:1][O:2][C:3]1[C:8]([CH:9]=[N:10][OH:11])=[C:7]([O:12][CH3:13])[N:6]=[CH:5][N:4]=1.[CH:14]([C:17]#[N:18])([CH3:16])[CH3:15]. The yield is 0.351. (3) The yield is 0.480. The reactants are [OH-].[K+].[OH:3][C:4]1[CH:9]=[CH:8][C:7]([P:10]([O:21][CH2:22][CH3:23])([CH2:12][P:13]([O:18][CH2:19][CH3:20])([O:15][CH2:16][CH3:17])=[O:14])=[O:11])=[CH:6][C:5]=1[C:24]([CH3:30])([CH3:29])[CH2:25][C:26]([OH:28])=[O:27].[CH2:31](Br)[C:32]1[CH:37]=[CH:36][CH:35]=[CH:34][CH:33]=1. The product is [OH:3][C:4]1[CH:9]=[CH:8][C:7]([P:10]([O:21][CH2:22][CH3:23])([CH2:12][P:13]([O:18][CH2:19][CH3:20])([O:15][CH2:16][CH3:17])=[O:14])=[O:11])=[CH:6][C:5]=1[C:24]([CH3:30])([CH3:29])[CH2:25][C:26]([O:28][CH2:31][C:32]1[CH:37]=[CH:36][CH:35]=[CH:34][CH:33]=1)=[O:27]. The catalyst is C(#N)C. (4) The reactants are C(=O)([O-])[O-].[K+].[K+].C([O:15][C@@H:16]1[C@@H:42]([O:43]C(=O)C2C=CC=CC=2)[CH2:41][C@@H:40]([CH2:52][O:53]C(=O)C2C=CC=CC=2)[O:39][C@H:17]1[O:18][C:19]1[CH:24]=[C:23]([CH2:25][O:26]C(=O)C)[CH:22]=[CH:21][C:20]=1[CH2:30][C:31]1[CH:36]=[CH:35][C:34]([CH2:37][CH3:38])=[CH:33][CH:32]=1)(=O)C1C=CC=CC=1. The catalyst is CO. The product is [O:18]([C:19]1[CH:24]=[C:23]([CH2:25][OH:26])[CH:22]=[CH:21][C:20]=1[CH2:30][C:31]1[CH:32]=[CH:33][C:34]([CH2:37][CH3:38])=[CH:35][CH:36]=1)[C@@H:17]1[O:39][C@H:40]([CH2:52][OH:53])[CH2:41][C@H:42]([OH:43])[C@H:16]1[OH:15]. The yield is 0.816. (5) The reactants are [CH2:1]([O:3][C:4]([C:6]1[C:7](O)=[CH:8][C:9](=[O:15])[N:10]2[C:14]=1[CH2:13][CH2:12][CH2:11]2)=[O:5])[CH3:2].O=P(Cl)(Cl)[Cl:19].C([O-])([O-])=O.[K+].[K+]. No catalyst specified. The product is [CH2:1]([O:3][C:4]([C:6]1[C:7]([Cl:19])=[CH:8][C:9](=[O:15])[N:10]2[C:14]=1[CH2:13][CH2:12][CH2:11]2)=[O:5])[CH3:2]. The yield is 0.740.